This data is from Full USPTO retrosynthesis dataset with 1.9M reactions from patents (1976-2016). The task is: Predict the reactants needed to synthesize the given product. (1) The reactants are: [Cl:1][C:2]1[CH:3]=[C:4]2[C:9](=[CH:10][CH:11]=1)[C@@:8]1([CH2:17][O:16][C:15]3[CH:18]=[CH:19][C:20]([C:22]([OH:24])=[O:23])=[CH:21][C:14]=3[NH:13][CH2:12]1)[CH2:7][CH2:6][CH2:5]2.[CH3:25]O. Given the product [Cl:1][C:2]1[CH:3]=[C:4]2[C:9](=[CH:10][CH:11]=1)[C@@:8]1([CH2:17][O:16][C:15]3[CH:18]=[CH:19][C:20]([C:22]([O:24][CH3:25])=[O:23])=[CH:21][C:14]=3[NH:13][CH2:12]1)[CH2:7][CH2:6][CH2:5]2, predict the reactants needed to synthesize it. (2) Given the product [CH3:16][C:9]1([CH3:15])[O:8][C@H:7]([C@H:5]2[C@H:4]([C:17]([NH:26][C@@H:27]([CH3:28])[CH2:29][C:30]3[CH:35]=[CH:34][CH:33]=[CH:32][CH:31]=3)=[O:18])[O:3][C:2]([CH3:20])([CH3:1])[O:6]2)[C@@H:11]([C:12]([NH:36][C@@H:37]([CH3:38])[CH2:39][C:40]2[CH:45]=[CH:44][CH:43]=[CH:42][CH:41]=2)=[O:14])[O:10]1, predict the reactants needed to synthesize it. The reactants are: [CH3:1][C:2]1([CH3:20])[O:6][C@H:5]([C@H:7]2[C@H:11]([C:12]([OH:14])=O)[O:10][C:9]([CH3:16])([CH3:15])[O:8]2)[C@@H:4]([C:17](O)=[O:18])[O:3]1.S(O)(O)(=O)=O.[NH2:26][C@H:27]([CH2:29][C:30]1[CH:35]=[CH:34][CH:33]=[CH:32][CH:31]=1)[CH3:28].[NH2:36][C@H:37]([CH2:39][C:40]1[CH:45]=[CH:44][CH:43]=[CH:42][CH:41]=1)[CH3:38].CN(C(ON1N=NC2C=CC=NC1=2)=[N+](C)C)C.F[P-](F)(F)(F)(F)F. (3) Given the product [Cl:1][C:2]1[C:3]([C:12](=[N:27][OH:28])[CH2:13][NH:14][C:15](=[O:26])[C:16]2[CH:21]=[CH:20][CH:19]=[CH:18][C:17]=2[C:22]([F:24])([F:25])[F:23])=[N:4][CH:5]=[C:6]([C:8]([F:9])([F:11])[F:10])[CH:7]=1, predict the reactants needed to synthesize it. The reactants are: [Cl:1][C:2]1[C:3]([CH:12]([N+:27]([O-])=[O:28])[CH2:13][NH:14][C:15](=[O:26])[C:16]2[CH:21]=[CH:20][CH:19]=[CH:18][C:17]=2[C:22]([F:25])([F:24])[F:23])=[N:4][CH:5]=[C:6]([C:8]([F:11])([F:10])[F:9])[CH:7]=1.CN(C)C=O.O.N([O-])=O.[Na+]. (4) Given the product [C:69]([C:57]1[N:58]=[C:59]([C:61]2[C:62]([F:68])=[CH:63][CH:64]=[CH:65][C:66]=2[F:67])[O:60][C:56]=1[NH:55][C:52]1[CH:51]=[CH:50][C:49]([NH:48][C:11](=[O:13])[CH2:10][CH2:9][N:8]([CH3:14])[C:6](=[O:7])[O:5][C:1]([CH3:2])([CH3:3])[CH3:4])=[CH:54][CH:53]=1)#[N:70], predict the reactants needed to synthesize it. The reactants are: [C:1]([O:5][C:6]([N:8]([CH3:14])[CH2:9][CH2:10][C:11]([OH:13])=O)=[O:7])([CH3:4])([CH3:3])[CH3:2].F[P-](F)(F)(F)(F)F.N1(OC(N(C)C)=[N+](C)C)C2N=CC=CC=2N=N1.C(N(C(C)C)CC)(C)C.[NH2:48][C:49]1[CH:54]=[CH:53][C:52]([NH:55][C:56]2[O:60][C:59]([C:61]3[C:66]([F:67])=[CH:65][CH:64]=[CH:63][C:62]=3[F:68])=[N:58][C:57]=2[C:69]#[N:70])=[CH:51][CH:50]=1. (5) Given the product [CH:1]1([CH2:7][N:8]([C:20]([C:22]2[C:31]([NH:32][C:33]([NH:35][C:36]3[C:41]([CH3:42])=[CH:40][CH:39]=[CH:38][C:37]=3[CH3:43])=[O:34])=[CH:30][C:29]3[C:24](=[CH:25][CH:26]=[CH:27][CH:28]=3)[CH:23]=2)=[O:21])[CH2:9][C:10]([OH:12])=[O:11])[CH2:6][CH2:5][CH2:4][CH2:3][CH2:2]1, predict the reactants needed to synthesize it. The reactants are: [CH:1]1([CH2:7][N:8]([C:20]([C:22]2[C:31]([NH:32][C:33]([NH:35][C:36]3[C:41]([CH3:42])=[CH:40][CH:39]=[CH:38][C:37]=3[CH3:43])=[O:34])=[CH:30][C:29]3[C:24](=[CH:25][CH:26]=[CH:27][CH:28]=3)[CH:23]=2)=[O:21])[CH2:9][C:10]([O:12]CC2C=CC=CC=2)=[O:11])[CH2:6][CH2:5][CH2:4][CH2:3][CH2:2]1. (6) The reactants are: [F:1][C:2]1[CH:7]=[CH:6][C:5]([OH:8])=[CH:4][CH:3]=1.[C:9](O)(=O)[CH2:10][C:11](O)=[O:12].P(Cl)(Cl)(Cl)=O. Given the product [F:1][C:2]1[CH:7]=[C:6]2[C:5](=[CH:4][CH:3]=1)[O:8][C:11](=[O:12])[CH:10]=[CH:9]2, predict the reactants needed to synthesize it. (7) Given the product [Si:1]([O:8][C@@H:9]1[CH2:15][CH2:14][C@@H:13]([C:16]2[CH:21]=[CH:20][CH:19]=[C:18]([F:22])[C:17]=2[F:23])[CH2:12][CH2:11][C:10]1=[O:24])([C:4]([CH3:7])([CH3:6])[CH3:5])([CH3:3])[CH3:2], predict the reactants needed to synthesize it. The reactants are: [Si:1]([O:8][CH:9]1[CH2:15][CH2:14][CH:13]([C:16]2[CH:21]=[CH:20][CH:19]=[C:18]([F:22])[C:17]=2[F:23])[CH2:12][CH2:11][CH:10]1[OH:24])([C:4]([CH3:7])([CH3:6])[CH3:5])([CH3:3])[CH3:2].CC(OI1(OC(C)=O)(OC(C)=O)OC(=O)C2C=CC=CC1=2)=O.[O-]S([O-])(=S)=O.[Na+].[Na+].